From a dataset of Experimentally validated miRNA-target interactions with 360,000+ pairs, plus equal number of negative samples. Binary Classification. Given a miRNA mature sequence and a target amino acid sequence, predict their likelihood of interaction. (1) The miRNA is mmu-miR-192-5p with sequence CUGACCUAUGAAUUGACAGCC. The protein sequence of the target gene is MKLPLSPSTEPVATEPLGMALLSSILAAWSYISENPERAALYFVSGVCIGLFLTLAALVMRISCHTDCRRGPRRRCLQDRECSDSSDSEDGSEDTASDLSVRRHRRFERTLNKNVFTSAEELERAQRLEERERIIREIWMNGQPEVPGTRSLNRYY. Result: 0 (no interaction). (2) The miRNA is hsa-miR-548p with sequence UAGCAAAAACUGCAGUUACUUU. The protein sequence of the target gene is MLVRGRDQGSGSRLGPIVRRWAPRPSPLQSLAASLDAEPSSAAVPDGFPAGPTVSPRRLARPPGLEEALSALGLQGEREYAGDIFAEVMVCRVLPLRALPRAVTPEMRALVVDWLVQVHEYLGLAGDTLYLAVHLLDSYLSAGRVRLHRLQLLGVACLFVACKMEECVLPEPAFLCLLSADSFSRAELLRAERRILSRLDFRLHHPGPLLCLGLLAALAGSSPQVMLLATYFLELSLLEAEAAGWEPGRRAAAALSLAHRLLDGAGSRLQPELYRCSLGGGSVWGHRSFRDLPSWSFLRS.... Result: 0 (no interaction).